Dataset: Reaction yield outcomes from USPTO patents with 853,638 reactions. Task: Predict the reaction yield, written as a fraction of the theoretical maximum amount of product (1.0 means a 100% yield; for example, 0.34 means a 34% yield). (1) The reactants are C[O:2][C:3](=[O:28])[CH:4]([C:12]1[CH:17]=[CH:16][C:15]([N:18]2[C:22]([C:23]([F:26])([F:25])[F:24])=[N:21][N:20]=[N:19]2)=[C:14]([Cl:27])[CH:13]=1)[CH2:5][CH:6]1[CH2:11][CH2:10][CH2:9][CH2:8][CH2:7]1.[OH-].[Na+]. The catalyst is C(O)C. The product is [Cl:27][C:14]1[CH:13]=[C:12]([CH:4]([CH2:5][CH:6]2[CH2:11][CH2:10][CH2:9][CH2:8][CH2:7]2)[C:3]([OH:28])=[O:2])[CH:17]=[CH:16][C:15]=1[N:18]1[C:22]([C:23]([F:26])([F:24])[F:25])=[N:21][N:20]=[N:19]1. The yield is 0.610. (2) The reactants are [H-].[Na+].[CH:3]([OH:6])([CH3:5])[CH3:4].F[C:8]1[CH:13]=[CH:12][C:11]([S:14]([NH:17][CH3:18])(=[O:16])=[O:15])=[CH:10][C:9]=1[N+:19]([O-:21])=[O:20].CCOC(C)=O. The catalyst is O. The product is [CH3:18][NH:17][S:14]([C:11]1[CH:12]=[CH:13][C:8]([O:6][CH:3]([CH3:5])[CH3:4])=[C:9]([N+:19]([O-:21])=[O:20])[CH:10]=1)(=[O:16])=[O:15]. The yield is 0.580. (3) The product is [C:3]1([CH3:8])[CH:4]=[CH:5][C:6]([O:7][C:12]2[C:17]([C:18]#[N:19])=[CH:16][N:15]=[CH:14][N:13]=2)=[CH:1][CH:2]=1. The catalyst is CS(C)=O. The yield is 0.416. The reactants are [CH:1]1[C:6]([OH:7])=[CH:5][CH:4]=[C:3]([CH3:8])[CH:2]=1.[H-].[Na+].Cl[C:12]1[C:17]([C:18]#[N:19])=[CH:16][N:15]=[CH:14][N:13]=1. (4) The reactants are [F:1][C:2]1[CH:9]=[CH:8][C:7]([OH:10])=[CH:6][C:3]=1[CH:4]=O.[CH3:11][C:12]1[CH:17]=[C:16]([CH3:18])[CH:15]=[C:14]([CH3:19])[C:13]=1[CH:20]1[CH2:25][C:24](=O)[CH2:23][C:22](=[O:27])[CH2:21]1.C([O-])(=O)C.[NH4+].[CH2:33]([O:35][C:36](=[O:46])[CH2:37][C:38](=O)[CH2:39][O:40][C:41]([CH3:44])([CH3:43])[CH3:42])[CH3:34].F[B-](F)(F)F.C([N+:56]1C=CN(C)C=1)CCC. No catalyst specified. The product is [CH2:33]([O:35][C:36]([C:37]1[CH:4]([C:3]2[CH:6]=[C:7]([OH:10])[CH:8]=[CH:9][C:2]=2[F:1])[C:23]2[C:22](=[O:27])[CH2:21][CH:20]([C:13]3[C:14]([CH3:19])=[CH:15][C:16]([CH3:18])=[CH:17][C:12]=3[CH3:11])[CH2:25][C:24]=2[NH:56][C:38]=1[CH2:39][O:40][C:41]([CH3:44])([CH3:43])[CH3:42])=[O:46])[CH3:34]. The yield is 0.450.